Dataset: NCI-60 drug combinations with 297,098 pairs across 59 cell lines. Task: Regression. Given two drug SMILES strings and cell line genomic features, predict the synergy score measuring deviation from expected non-interaction effect. (1) Drug 1: CCC1(CC2CC(C3=C(CCN(C2)C1)C4=CC=CC=C4N3)(C5=C(C=C6C(=C5)C78CCN9C7C(C=CC9)(C(C(C8N6C=O)(C(=O)OC)O)OC(=O)C)CC)OC)C(=O)OC)O.OS(=O)(=O)O. Drug 2: CS(=O)(=O)OCCCCOS(=O)(=O)C. Cell line: NCI-H460. Synergy scores: CSS=7.19, Synergy_ZIP=-3.95, Synergy_Bliss=-2.47, Synergy_Loewe=-4.61, Synergy_HSA=-4.68. (2) Drug 1: C1=CC=C(C(=C1)C(C2=CC=C(C=C2)Cl)C(Cl)Cl)Cl. Drug 2: CC1=C(C(=O)C2=C(C1=O)N3CC4C(C3(C2COC(=O)N)OC)N4)N. Cell line: UO-31. Synergy scores: CSS=19.1, Synergy_ZIP=0.287, Synergy_Bliss=-1.03, Synergy_Loewe=-26.8, Synergy_HSA=1.98. (3) Drug 1: CC(C1=C(C=CC(=C1Cl)F)Cl)OC2=C(N=CC(=C2)C3=CN(N=C3)C4CCNCC4)N. Drug 2: C1=CC(=CC=C1CCC2=CNC3=C2C(=O)NC(=N3)N)C(=O)NC(CCC(=O)O)C(=O)O. Cell line: NCI/ADR-RES. Synergy scores: CSS=20.1, Synergy_ZIP=5.42, Synergy_Bliss=5.69, Synergy_Loewe=-0.682, Synergy_HSA=4.92. (4) Drug 1: CCN(CC)CCCC(C)NC1=C2C=C(C=CC2=NC3=C1C=CC(=C3)Cl)OC. Drug 2: CC1C(C(CC(O1)OC2CC(CC3=C2C(=C4C(=C3O)C(=O)C5=C(C4=O)C(=CC=C5)OC)O)(C(=O)CO)O)N)O.Cl. Cell line: PC-3. Synergy scores: CSS=39.6, Synergy_ZIP=-5.22, Synergy_Bliss=-7.22, Synergy_Loewe=-10.6, Synergy_HSA=-4.29. (5) Drug 1: CC1C(C(CC(O1)OC2CC(OC(C2O)C)OC3=CC4=CC5=C(C(=O)C(C(C5)C(C(=O)C(C(C)O)O)OC)OC6CC(C(C(O6)C)O)OC7CC(C(C(O7)C)O)OC8CC(C(C(O8)C)O)(C)O)C(=C4C(=C3C)O)O)O)O. Drug 2: CC1=C(C=C(C=C1)C(=O)NC2=CC(=CC(=C2)C(F)(F)F)N3C=C(N=C3)C)NC4=NC=CC(=N4)C5=CN=CC=C5. Cell line: OVCAR-8. Synergy scores: CSS=50.3, Synergy_ZIP=2.10, Synergy_Bliss=4.43, Synergy_Loewe=-13.7, Synergy_HSA=4.93. (6) Drug 1: CC1=C2C(C(=O)C3(C(CC4C(C3C(C(C2(C)C)(CC1OC(=O)C(C(C5=CC=CC=C5)NC(=O)OC(C)(C)C)O)O)OC(=O)C6=CC=CC=C6)(CO4)OC(=O)C)OC)C)OC. Drug 2: COC1=C2C(=CC3=C1OC=C3)C=CC(=O)O2. Cell line: HCC-2998. Synergy scores: CSS=32.1, Synergy_ZIP=-2.43, Synergy_Bliss=-9.90, Synergy_Loewe=-48.3, Synergy_HSA=-11.4. (7) Drug 1: C1=CC(=CC=C1CCC2=CNC3=C2C(=O)NC(=N3)N)C(=O)NC(CCC(=O)O)C(=O)O. Drug 2: C1C(C(OC1N2C=NC3=C2NC=NCC3O)CO)O. Cell line: UO-31. Synergy scores: CSS=10.2, Synergy_ZIP=-12.7, Synergy_Bliss=-11.8, Synergy_Loewe=-16.4, Synergy_HSA=-8.77.